Dataset: Catalyst prediction with 721,799 reactions and 888 catalyst types from USPTO. Task: Predict which catalyst facilitates the given reaction. (1) Reactant: C([Si](C)(C)[N:6]1[C:10]2=[N:11][CH:12]=[C:13]([CH3:15])[CH:14]=[C:9]2[CH:8]=[CH:7]1)(C)(C)C.[F-].C([N+](CCCC)(CCCC)CCCC)CCC.O1CCCC1. Product: [CH3:15][C:13]1[CH:14]=[C:9]2[CH:8]=[CH:7][NH:6][C:10]2=[N:11][CH:12]=1. The catalyst class is: 170. (2) Reactant: [N+:1]([C:4]1[CH:9]=[CH:8][N:7]2[CH:10]=[C:11]([C:13]([O:15][CH2:16][CH3:17])=[O:14])[N:12]=[C:6]2[CH:5]=1)([O-])=O. Product: [NH2:1][C:4]1[CH:9]=[CH:8][N:7]2[CH:10]=[C:11]([C:13]([O:15][CH2:16][CH3:17])=[O:14])[N:12]=[C:6]2[CH:5]=1. The catalyst class is: 29. (3) Reactant: [NH:1]1[CH2:6][CH2:5][CH:4]([N:7]2[C:15]3[C:10](=[N:11][CH:12]=[CH:13][CH:14]=3)[NH:9][C:8]2=[O:16])[CH2:3][CH2:2]1.[CH3:17][N:18]1[C:22]2[C:23]([CH3:38])=[CH:24][C:25]([C:27]([C:29]3[CH:36]=[CH:35][C:32]([C:33]#[N:34])=[C:31](F)[CH:30]=3)=[O:28])=[CH:26][C:21]=2[O:20][C:19]1=[O:39]. Product: [CH3:17][N:18]1[C:22]2[C:23]([CH3:38])=[CH:24][C:25]([C:27]([C:29]3[CH:36]=[CH:35][C:32]([C:33]#[N:34])=[C:31]([N:1]4[CH2:2][CH2:3][CH:4]([N:7]5[C:15]6[C:10](=[N:11][CH:12]=[CH:13][CH:14]=6)[NH:9][C:8]5=[O:16])[CH2:5][CH2:6]4)[CH:30]=3)=[O:28])=[CH:26][C:21]=2[O:20][C:19]1=[O:39]. The catalyst class is: 3. (4) Reactant: [I:1][C:2]1[CH:13]=[CH:12][C:5]2[C:6]([CH2:9][CH2:10][NH2:11])=[CH:7][O:8][C:4]=2[CH:3]=1.[O:14]1[CH2:19][CH2:18][CH2:17][C:16](=O)[CH2:15]1.[OH-].[Na+]. Product: [I:1][C:2]1[CH:13]=[CH:12][C:5]2[C:6]3[CH2:9][CH2:10][NH:11][C:16]4([CH2:17][CH2:18][CH2:19][O:14][CH2:15]4)[C:7]=3[O:8][C:4]=2[CH:3]=1. The catalyst class is: 55. (5) Reactant: C([O:8][C:9]1[C:42]([CH3:43])=[CH:41][C:12]([C:13]([C:15]2[N:20]=[CH:19][N:18]=[C:17]([N:21]3[CH2:26][CH2:25][CH:24]([N:27]4[CH2:33][CH2:32][C:31]5[CH:34]=[C:35]([O:38][CH3:39])[CH:36]=[CH:37][C:30]=5[NH:29][C:28]4=[O:40])[CH2:23][CH2:22]3)[CH:16]=2)=[O:14])=[CH:11][C:10]=1[CH3:44])C1C=CC=CC=1.[H][H]. Product: [OH:8][C:9]1[C:42]([CH3:43])=[CH:41][C:12]([C:13]([C:15]2[N:20]=[CH:19][N:18]=[C:17]([N:21]3[CH2:22][CH2:23][CH:24]([N:27]4[CH2:33][CH2:32][C:31]5[CH:34]=[C:35]([O:38][CH3:39])[CH:36]=[CH:37][C:30]=5[NH:29][C:28]4=[O:40])[CH2:25][CH2:26]3)[CH:16]=2)=[O:14])=[CH:11][C:10]=1[CH3:44]. The catalyst class is: 43. (6) Reactant: Cl[C:2]1[CH:3]=[CH:4][C:5]2[N:6]([C:8]([S:14]([NH2:17])(=[O:16])=[O:15])=[C:9]([CH2:11][CH2:12][CH3:13])[N:10]=2)[N:7]=1.[CH3:18][NH:19][CH3:20].C(O)(C)(C)C.Cl. Product: [CH3:18][N:19]([CH3:20])[C:2]1[CH:3]=[CH:4][C:5]2[N:6]([C:8]([S:14]([NH2:17])(=[O:16])=[O:15])=[C:9]([CH2:11][CH2:12][CH3:13])[N:10]=2)[N:7]=1. The catalyst class is: 6.